This data is from Forward reaction prediction with 1.9M reactions from USPTO patents (1976-2016). The task is: Predict the product of the given reaction. (1) Given the reactants [CH2:1]([O:8][C:9](=[O:32])[C@@H:10]([NH:24][C:25]([O:27][C:28]([CH3:31])([CH3:30])[CH3:29])=[O:26])[CH2:11][CH2:12][C:13]1[NH:17][C:16]2[CH:18]=[C:19]([CH3:23])[C:20]([CH3:22])=[CH:21][C:15]=2[N:14]=1)[C:2]1[CH:7]=[CH:6][CH:5]=[CH:4][CH:3]=1.[F:33][C:34]([F:44])([F:43])[C:35]1[CH:42]=[CH:41][C:38]([CH2:39]Br)=[CH:37][CH:36]=1.C(N(C(C)C)CC)(C)C.C(=O)([O-])[O-].[Cs+].[Cs+], predict the reaction product. The product is: [CH2:1]([O:8][C:9](=[O:32])[C@@H:10]([NH:24][C:25]([O:27][C:28]([CH3:29])([CH3:31])[CH3:30])=[O:26])[CH2:11][CH2:12][C:13]1[N:17]([CH2:39][C:38]2[CH:37]=[CH:36][C:35]([C:34]([F:33])([F:43])[F:44])=[CH:42][CH:41]=2)[C:16]2[CH:18]=[C:19]([CH3:23])[C:20]([CH3:22])=[CH:21][C:15]=2[N:14]=1)[C:2]1[CH:7]=[CH:6][CH:5]=[CH:4][CH:3]=1. (2) Given the reactants [N+:1]([C:4]1[CH:13]=[CH:12][CH:11]=[C:10]2[C:5]=1[CH:6]=[CH:7][C:8](Cl)=[N:9]2)([O-])=O.[F:15][C:16]1[CH:17]=[C:18]([S:23](Cl)(=[O:25])=[O:24])[CH:19]=[C:20]([F:22])[CH:21]=1.[CH3:27][O:28][C:29]1[CH:30]=[CH:31][CH:32]=[C:33]2[C:37]=1[CH:36]([NH2:38])[CH2:35][CH2:34]2, predict the reaction product. The product is: [F:15][C:16]1[CH:17]=[C:18]([S:23]([NH:1][C:4]2[CH:13]=[CH:12][CH:11]=[C:10]3[C:5]=2[CH:6]=[CH:7][C:8]([NH:38][CH:36]2[C:37]4[C:33](=[CH:32][CH:31]=[CH:30][C:29]=4[O:28][CH3:27])[CH2:34][CH2:35]2)=[N:9]3)(=[O:25])=[O:24])[CH:19]=[C:20]([F:22])[CH:21]=1. (3) Given the reactants C(=O)([O-])[O-].[Na+].[Na+].CC1(C)C(C)(C)OB([C:15]2[CH:16]=[CH:17][C:18]([N:21]3[CH2:26][CH2:25][N:24]([C:27]([O:29][C:30]([CH3:33])([CH3:32])[CH3:31])=[O:28])[CH2:23][CH2:22]3)=[N:19][CH:20]=2)O1.Br[C:36]1[CH:37]=[N:38][C:39]([NH2:42])=[N:40][CH:41]=1, predict the reaction product. The product is: [NH2:42][C:39]1[N:40]=[CH:41][C:36]([C:15]2[CH:16]=[CH:17][C:18]([N:21]3[CH2:22][CH2:23][N:24]([C:27]([O:29][C:30]([CH3:31])([CH3:32])[CH3:33])=[O:28])[CH2:25][CH2:26]3)=[N:19][CH:20]=2)=[CH:37][N:38]=1. (4) Given the reactants [CH3:1][C:2]1[CH:3]=[CH:4][CH:5]=[C:6]2[C:11]=1[CH:10]([C:12](O)=[O:13])[CH2:9][CH2:8][CH2:7]2.ClCCl, predict the reaction product. The product is: [CH3:1][C:2]1[CH:3]=[CH:4][CH:5]=[C:6]2[C:11]=1[CH:10]([CH2:12][OH:13])[CH2:9][CH2:8][CH2:7]2. (5) Given the reactants Br[Si](C)(C)C.C[O:7][P:8]([CH2:12][P:13]([CH2:18][CH2:19][CH2:20][CH2:21][CH2:22][CH2:23][CH2:24][CH2:25][CH2:26][CH:27]=[CH2:28])([O:15]CC)=[O:14])(=[O:11])[O:9]C.C(N(CCCC)CCCC)CCC.[Na+:42].[I-].CC(C)=O, predict the reaction product. The product is: [Na+:42].[Na+:42].[Na+:42].[CH2:18]([P:13]([CH2:12][P:8](=[O:7])([O-:11])[O-:9])([OH:15])=[O:14])[CH2:19][CH2:20][CH2:21][CH2:22][CH2:23][CH2:24][CH2:25][CH2:26][CH:27]=[CH2:28].